This data is from Catalyst prediction with 721,799 reactions and 888 catalyst types from USPTO. The task is: Predict which catalyst facilitates the given reaction. (1) The catalyst class is: 1. Reactant: [C:1]1([NH:7][C:8]([C@@H:10]2[C@@H:14]([CH2:15][C:16]3[CH:21]=[CH:20][CH:19]=[CH:18][CH:17]=3)[CH2:13][N:12]([CH2:22][C:23]3[CH:28]=[CH:27][CH:26]=[CH:25][CH:24]=3)[CH2:11]2)=O)[CH:6]=[CH:5][CH:4]=[CH:3][CH:2]=1.[H-].[H-].[H-].[H-].[Li+].[Al+3].O.[OH-].[Na+]. Product: [CH2:22]([N:12]1[CH2:13][C@H:14]([CH2:15][C:16]2[CH:17]=[CH:18][CH:19]=[CH:20][CH:21]=2)[C@@H:10]([CH2:8][NH:7][C:1]2[CH:6]=[CH:5][CH:4]=[CH:3][CH:2]=2)[CH2:11]1)[C:23]1[CH:24]=[CH:25][CH:26]=[CH:27][CH:28]=1. (2) Reactant: [CH3:1][C:2]1[C:7]([C:8](=[O:22])[CH2:9][O:10][C:11]2[CH:16]=[CH:15][C:14]([CH2:17][C:18]([O:20]C)=[O:19])=[CH:13][CH:12]=2)=[CH:6][CH:5]=[CH:4][N:3]=1.[OH-].[Na+].O. Product: [CH3:1][C:2]1[C:7]([C:8](=[O:22])[CH2:9][O:10][C:11]2[CH:16]=[CH:15][C:14]([CH2:17][C:18]([OH:20])=[O:19])=[CH:13][CH:12]=2)=[CH:6][CH:5]=[CH:4][N:3]=1. The catalyst class is: 1. (3) Reactant: CC1C=CC(S(O[CH2:12][CH:13]2[O:18][C:17]3[CH:19]=[C:20]([F:24])[CH:21]=[C:22]([F:23])[C:16]=3[O:15][CH2:14]2)(=O)=O)=CC=1.[CH2:25]([NH:28][CH2:29][CH2:30][CH3:31])[CH2:26][CH3:27]. Product: [F:23][C:22]1[C:16]2[O:15][CH2:14][CH:13]([CH2:12][N:28]([CH2:29][CH2:30][CH3:31])[CH2:25][CH2:26][CH3:27])[O:18][C:17]=2[CH:19]=[C:20]([F:24])[CH:21]=1. The catalyst class is: 10. (4) Reactant: C(O[C:4]([O:6][NH:7]/[C:8](=[N:42]/[H])/[C:9]1[CH:14]=[CH:13][C:12]([C:15]2[N:20]3[CH:21]=[C:22]([CH:24]=[CH:25][C:26]4[CH:35]=[CH:34][C:33]5[C:28](=[CH:29][CH:30]=[CH:31][CH:32]=5)[N:27]=4)[N:23]=[C:19]3[C:18]([N:36]3[CH2:41][CH2:40][O:39][CH2:38][CH2:37]3)=[N:17][CH:16]=2)=[CH:11][N:10]=1)=[O:5])C.C1CCN2C(=NCCC2)CC1.O.Cl. Product: [O:39]1[CH2:40][CH2:41][N:36]([C:18]2[C:19]3[N:20]([CH:21]=[C:22](/[CH:24]=[CH:25]/[C:26]4[CH:35]=[CH:34][C:33]5[C:28](=[CH:29][CH:30]=[CH:31][CH:32]=5)[N:27]=4)[N:23]=3)[C:15]([C:12]3[CH:13]=[CH:14][C:9]([C:8]4[N:42]=[C:4]([OH:5])[O:6][N:7]=4)=[N:10][CH:11]=3)=[CH:16][N:17]=2)[CH2:37][CH2:38]1. The catalyst class is: 673.